Dataset: NCI-60 drug combinations with 297,098 pairs across 59 cell lines. Task: Regression. Given two drug SMILES strings and cell line genomic features, predict the synergy score measuring deviation from expected non-interaction effect. (1) Drug 1: CC1C(C(CC(O1)OC2CC(CC3=C2C(=C4C(=C3O)C(=O)C5=C(C4=O)C(=CC=C5)OC)O)(C(=O)CO)O)N)O.Cl. Drug 2: COCCOC1=C(C=C2C(=C1)C(=NC=N2)NC3=CC=CC(=C3)C#C)OCCOC.Cl. Cell line: CAKI-1. Synergy scores: CSS=9.84, Synergy_ZIP=0.454, Synergy_Bliss=3.36, Synergy_Loewe=2.44, Synergy_HSA=3.36. (2) Cell line: SF-539. Drug 1: COC1=CC(=CC(=C1O)OC)C2C3C(COC3=O)C(C4=CC5=C(C=C24)OCO5)OC6C(C(C7C(O6)COC(O7)C8=CC=CS8)O)O. Synergy scores: CSS=49.5, Synergy_ZIP=2.07, Synergy_Bliss=2.71, Synergy_Loewe=-20.0, Synergy_HSA=3.67. Drug 2: C(=O)(N)NO. (3) Drug 1: CC1C(C(CC(O1)OC2CC(CC3=C2C(=C4C(=C3O)C(=O)C5=C(C4=O)C(=CC=C5)OC)O)(C(=O)C)O)N)O.Cl. Drug 2: CC1=C(C(=CC=C1)Cl)NC(=O)C2=CN=C(S2)NC3=CC(=NC(=N3)C)N4CCN(CC4)CCO. Cell line: OVCAR3. Synergy scores: CSS=17.5, Synergy_ZIP=-6.61, Synergy_Bliss=-1.03, Synergy_Loewe=-7.75, Synergy_HSA=-2.52. (4) Synergy scores: CSS=2.87, Synergy_ZIP=-0.801, Synergy_Bliss=0.641, Synergy_Loewe=-14.4, Synergy_HSA=-4.56. Drug 1: C1=CN(C(=O)N=C1N)C2C(C(C(O2)CO)O)O.Cl. Drug 2: C(CC(=O)O)C(=O)CN.Cl. Cell line: T-47D. (5) Drug 1: CNC(=O)C1=CC=CC=C1SC2=CC3=C(C=C2)C(=NN3)C=CC4=CC=CC=N4. Drug 2: CC=C1C(=O)NC(C(=O)OC2CC(=O)NC(C(=O)NC(CSSCCC=C2)C(=O)N1)C(C)C)C(C)C. Cell line: UACC-257. Synergy scores: CSS=59.7, Synergy_ZIP=-1.74, Synergy_Bliss=-6.32, Synergy_Loewe=-68.7, Synergy_HSA=-6.73.